From a dataset of Full USPTO retrosynthesis dataset with 1.9M reactions from patents (1976-2016). Predict the reactants needed to synthesize the given product. The reactants are: [NH2:1][C:2]1[N:7]=[CH:6][C:5]([N+:8]([O-])=O)=[CH:4][N:3]=1.Br[C:12]1[CH:17]=[CH:16][C:15]([S:18]([CH:21]2[CH2:26][CH2:25][N:24]([C:27]([O:29][C:30]([CH3:33])([CH3:32])[CH3:31])=[O:28])[CH2:23][CH2:22]2)(=[O:20])=[O:19])=[CH:14][CH:13]=1.C([O-])([O-])=O.[Cs+].[Cs+].CC1(C)C2C(=C(P(C3C=CC=CC=3)C3C=CC=CC=3)C=CC=2)OC2C(P(C3C=CC=CC=3)C3C=CC=CC=3)=CC=CC1=2. Given the product [NH2:8][C:5]1[CH:4]=[N:3][C:2]([NH:1][C:12]2[CH:17]=[CH:16][C:15]([S:18]([CH:21]3[CH2:22][CH2:23][N:24]([C:27]([O:29][C:30]([CH3:33])([CH3:32])[CH3:31])=[O:28])[CH2:25][CH2:26]3)(=[O:20])=[O:19])=[CH:14][CH:13]=2)=[N:7][CH:6]=1, predict the reactants needed to synthesize it.